The task is: Regression/Classification. Given a drug SMILES string, predict its absorption, distribution, metabolism, or excretion properties. Task type varies by dataset: regression for continuous measurements (e.g., permeability, clearance, half-life) or binary classification for categorical outcomes (e.g., BBB penetration, CYP inhibition). Dataset: cyp2d6_veith.. This data is from CYP2D6 inhibition data for predicting drug metabolism from PubChem BioAssay. (1) The molecule is CSc1ccc(NC(=O)NCCN2CCc3ccccc3C2)cc1. The result is 1 (inhibitor). (2) The compound is CCOC(=O)c1sc2nc3c(cc2c1N)COC(C(C)C)C3. The result is 0 (non-inhibitor).